The task is: Regression/Classification. Given a drug SMILES string, predict its absorption, distribution, metabolism, or excretion properties. Task type varies by dataset: regression for continuous measurements (e.g., permeability, clearance, half-life) or binary classification for categorical outcomes (e.g., BBB penetration, CYP inhibition). For this dataset (vdss_lombardo), we predict log10(VDss) (log10 of volume of distribution in L/kg).. This data is from Volume of distribution at steady state (VDss) regression data from Lombardo et al.. (1) The molecule is C[NH+](C)CCC(c1ccc(Cl)cc1)c1ccccn1. The log10(VDss) is 0.520. (2) The molecule is COc1cc2c(cc1OC)CN(c1cc(N)c3cc(OC)c(OC)cc3[nH+]1)CC2. The log10(VDss) is 0.800. (3) The molecule is OCC[NH+]1CCN(CCCN2c3ccccc3Sc3ccc(Cl)cc32)CC1. The log10(VDss) is 1.26.